Dataset: NCI-60 drug combinations with 297,098 pairs across 59 cell lines. Task: Regression. Given two drug SMILES strings and cell line genomic features, predict the synergy score measuring deviation from expected non-interaction effect. (1) Drug 1: C1=NC2=C(N=C(N=C2N1C3C(C(C(O3)CO)O)O)F)N. Drug 2: CC1=C(C(=CC=C1)Cl)NC(=O)C2=CN=C(S2)NC3=CC(=NC(=N3)C)N4CCN(CC4)CCO. Cell line: HCT-15. Synergy scores: CSS=5.67, Synergy_ZIP=-2.18, Synergy_Bliss=-0.975, Synergy_Loewe=-5.16, Synergy_HSA=-5.00. (2) Drug 1: CC1=C2C(C(=O)C3(C(CC4C(C3C(C(C2(C)C)(CC1OC(=O)C(C(C5=CC=CC=C5)NC(=O)OC(C)(C)C)O)O)OC(=O)C6=CC=CC=C6)(CO4)OC(=O)C)OC)C)OC. Drug 2: C1=CC(=CC=C1CCC2=CNC3=C2C(=O)NC(=N3)N)C(=O)NC(CCC(=O)O)C(=O)O. Synergy scores: CSS=84.9, Synergy_ZIP=9.28, Synergy_Bliss=8.51, Synergy_Loewe=5.60, Synergy_HSA=13.9. Cell line: HT29. (3) Drug 1: CC12CCC3C(C1CCC2=O)CC(=C)C4=CC(=O)C=CC34C. Drug 2: B(C(CC(C)C)NC(=O)C(CC1=CC=CC=C1)NC(=O)C2=NC=CN=C2)(O)O. Cell line: MDA-MB-435. Synergy scores: CSS=23.3, Synergy_ZIP=1.45, Synergy_Bliss=2.12, Synergy_Loewe=2.63, Synergy_HSA=1.76. (4) Drug 1: C1=C(C(=O)NC(=O)N1)N(CCCl)CCCl. Drug 2: CC1C(C(=O)NC(C(=O)N2CCCC2C(=O)N(CC(=O)N(C(C(=O)O1)C(C)C)C)C)C(C)C)NC(=O)C3=C4C(=C(C=C3)C)OC5=C(C(=O)C(=C(C5=N4)C(=O)NC6C(OC(=O)C(N(C(=O)CN(C(=O)C7CCCN7C(=O)C(NC6=O)C(C)C)C)C)C(C)C)C)N)C. Cell line: SR. Synergy scores: CSS=78.1, Synergy_ZIP=20.9, Synergy_Bliss=18.0, Synergy_Loewe=14.3, Synergy_HSA=21.6. (5) Drug 1: CC1=C2C(C(=O)C3(C(CC4C(C3C(C(C2(C)C)(CC1OC(=O)C(C(C5=CC=CC=C5)NC(=O)OC(C)(C)C)O)O)OC(=O)C6=CC=CC=C6)(CO4)OC(=O)C)OC)C)OC. Drug 2: CC(CN1CC(=O)NC(=O)C1)N2CC(=O)NC(=O)C2. Cell line: RXF 393. Synergy scores: CSS=55.0, Synergy_ZIP=15.0, Synergy_Bliss=14.5, Synergy_Loewe=16.8, Synergy_HSA=18.9. (6) Drug 1: CC1C(C(CC(O1)OC2CC(CC3=C2C(=C4C(=C3O)C(=O)C5=C(C4=O)C(=CC=C5)OC)O)(C(=O)CO)O)N)O.Cl. Drug 2: CC(C)(C#N)C1=CC(=CC(=C1)CN2C=NC=N2)C(C)(C)C#N. Cell line: BT-549. Synergy scores: CSS=18.5, Synergy_ZIP=-10.8, Synergy_Bliss=-3.10, Synergy_Loewe=-6.59, Synergy_HSA=-1.31. (7) Drug 1: CC1CC(C(C(C=C(C(C(C=CC=C(C(=O)NC2=CC(=O)C(=C(C1)C2=O)OC)C)OC)OC(=O)N)C)C)O)OC. Drug 2: CCC1=C2CN3C(=CC4=C(C3=O)COC(=O)C4(CC)O)C2=NC5=C1C=C(C=C5)O. Cell line: NCIH23. Synergy scores: CSS=56.0, Synergy_ZIP=1.65, Synergy_Bliss=0.160, Synergy_Loewe=-2.42, Synergy_HSA=2.79.